Task: Predict the reactants needed to synthesize the given product.. Dataset: Full USPTO retrosynthesis dataset with 1.9M reactions from patents (1976-2016) (1) Given the product [F:18][C:3]1[C:2]([O:27][CH3:26])=[CH:7][CH:6]=[CH:5][C:4]=1[N:8]1[C:12]([O:13][CH3:14])=[C:11]([C:15]([OH:17])=[O:16])[N:10]=[N:9]1, predict the reactants needed to synthesize it. The reactants are: Cl[C:2]1[C:3]([F:18])=[C:4]([N:8]2[C:12]([O:13][CH3:14])=[C:11]([C:15]([OH:17])=[O:16])[N:10]=[N:9]2)[CH:5]=[CH:6][CH:7]=1.FC1[C:26]([O:27]C)=CC=CC=1N.N([O-])=O.[Na+].[N-]=[N+]=[N-].[Na+]. (2) Given the product [C:17]([C:11]1([CH2:10][C:9]([OH:19])=[O:8])[CH2:16][CH2:15][CH2:14][CH2:13][CH2:12]1)#[N:18], predict the reactants needed to synthesize it. The reactants are: C([O:8][C:9](=[O:19])[CH2:10][C:11]1([C:17]#[N:18])[CH:16]=[CH:15][CH2:14][CH:13]=[CH:12]1)C1C=CC=CC=1. (3) The reactants are: B.O1CCCC1.[Cl:7][C:8]1[CH:16]=[C:15]([Cl:17])[C:14]([O:18][CH3:19])=[CH:13][C:9]=1[C:10](O)=[O:11].O. Given the product [Cl:7][C:8]1[CH:16]=[C:15]([Cl:17])[C:14]([O:18][CH3:19])=[CH:13][C:9]=1[CH2:10][OH:11], predict the reactants needed to synthesize it. (4) The reactants are: CN(C)S([N:6]1[C:10]([CH2:11][C:12]2[CH:21]=[CH:20][C:15]3[O:16][CH2:17][CH2:18][O:19][C:14]=3[CH:13]=2)=[C:9](C)[N:8]=[CH:7]1)(=O)=O.Cl.[C:25](=O)(O)[O-].[Na+]. Given the product [O:16]1[C:15]2[CH:20]=[CH:21][C:12]([CH2:11][C@@:10]3([CH3:25])[CH2:9][NH:8][CH:7]=[N:6]3)=[CH:13][C:14]=2[O:19][CH2:18][CH2:17]1, predict the reactants needed to synthesize it. (5) Given the product [F:23][C:18]1[CH:19]=[CH:20][CH:21]=[CH:22][C:17]=1[C:15](=[O:16])[CH2:14][CH2:13][CH2:12][CH2:11][CH2:10][N:38]1[CH2:39][CH2:40][CH:35]([C:31]2[CH:30]=[C:29]([NH:28][C:26](=[O:27])[CH:25]([CH3:24])[CH3:41])[CH:34]=[CH:33][CH:32]=2)[CH2:36][CH2:37]1, predict the reactants needed to synthesize it. The reactants are: C([O-])([O-])=O.[K+].[K+].[Na+].[I-].Cl[CH2:10][CH2:11][CH2:12][CH2:13][CH2:14][C:15]([C:17]1[CH:22]=[CH:21][CH:20]=[CH:19][C:18]=1[F:23])=[O:16].[CH3:24][CH:25]([CH3:41])[C:26]([NH:28][C:29]1[CH:34]=[CH:33][CH:32]=[C:31]([CH:35]2[CH2:40][CH2:39][NH:38][CH2:37][CH2:36]2)[CH:30]=1)=[O:27]. (6) Given the product [C:1]([O:5][C:6]([N:8]1[C:17]2[N:16]=[CH:15][C:14](/[CH:21]=[CH:20]/[C:19]([O:23][CH2:24][C:25]3[CH:30]=[CH:29][CH:28]=[CH:27][CH:26]=3)=[O:22])=[CH:13][C:12]=2[CH2:11][CH2:10][CH2:9]1)=[O:7])([CH3:4])([CH3:3])[CH3:2], predict the reactants needed to synthesize it. The reactants are: [C:1]([O:5][C:6]([N:8]1[C:17]2[C:12](=[CH:13][C:14](Br)=[CH:15][N:16]=2)[CH2:11][CH2:10][CH2:9]1)=[O:7])([CH3:4])([CH3:3])[CH3:2].[C:19]([O:23][CH2:24][C:25]1[CH:30]=[CH:29][CH:28]=[CH:27][CH:26]=1)(=[O:22])[CH:20]=[CH2:21].CC1C=CC=CC=1P(C1C=CC=CC=1C)C1C=CC=CC=1C.CCN(C(C)C)C(C)C.N#N. (7) Given the product [Cl:1][C:2]1[CH:3]=[CH:4][C:5]([C:8]2[C:12]([C:13]([C:16]3[CH:17]=[N:18][CH:19]=[CH:20][CH:21]=3)([O:15][CH3:30])[CH3:14])=[C:11]([C:22]3[CH:23]=[CH:24][CH:25]=[CH:26][CH:27]=3)[O:10][N:9]=2)=[CH:6][CH:7]=1, predict the reactants needed to synthesize it. The reactants are: [Cl:1][C:2]1[CH:7]=[CH:6][C:5]([C:8]2[C:12]([C:13]([C:16]3[CH:17]=[N:18][CH:19]=[CH:20][CH:21]=3)([OH:15])[CH3:14])=[C:11]([C:22]3[CH:27]=[CH:26][CH:25]=[CH:24][CH:23]=3)[O:10][N:9]=2)=[CH:4][CH:3]=1.[H-].[Na+].[CH3:30]I.